This data is from Forward reaction prediction with 1.9M reactions from USPTO patents (1976-2016). The task is: Predict the product of the given reaction. Given the reactants [C:1]([O:6][C:7]([CH3:10])([CH3:9])[CH3:8])(=[O:5])[C:2]([CH3:4])=[CH2:3].[C:11]([O:16][CH2:17][CH:18]1[O:20][CH2:19]1)(=[O:15])[C:12]([CH3:14])=[CH2:13].[C:21]([O:26][CH2:27][C:28]1[CH:33]=[CH:32][CH:31]=[CH:30][CH:29]=1)(=[O:25])[C:22]([CH3:24])=[CH2:23].N(C(C)(CC)C([O-])=O)=NC(C)(CC)[C:37]([O-])=[O:38], predict the reaction product. The product is: [C:1]([O:6][C:7]([CH3:10])([CH3:9])[CH3:8])(=[O:5])[C:2]([CH3:4])=[CH2:3].[C:11]([O:16][CH2:17][CH:18]1[O:20][CH2:19]1)(=[O:15])[C:12]([CH3:14])=[CH2:13].[C:21]([O:26][CH2:27][C:28]1[CH:29]=[CH:30][CH:31]=[CH:32][CH:33]=1)(=[O:25])[C:22]([CH3:24])=[CH2:23].[C:1]([O:6][CH:7]([CH3:10])[CH2:8][O:38][CH3:37])(=[O:5])[CH3:2].